From a dataset of Forward reaction prediction with 1.9M reactions from USPTO patents (1976-2016). Predict the product of the given reaction. (1) Given the reactants [C:1]1([CH3:22])[CH:6]=[CH:5][CH:4]=[C:3]([NH:7][C:8]2[N:13]=[C:12]([C:14]3[S:18][C:17](C(O)=O)=[CH:16][CH:15]=3)[CH:11]=[CH:10][N:9]=2)[CH:2]=1.C1(P(N=[N+]=[N-])(C2C=CC=CC=2)=[O:30])C=CC=CC=1.C([N:42]([CH2:45]C)CC)C.[CH3:47][C:48]([OH:51])([CH3:50])[CH3:49], predict the reaction product. The product is: [C:48]([O:51][C:45](=[O:30])[NH:42][C:17]1[S:18][C:14]([C:12]2[CH:11]=[CH:10][N:9]=[C:8]([NH:7][C:3]3[CH:2]=[C:1]([CH3:22])[CH:6]=[CH:5][CH:4]=3)[N:13]=2)=[CH:15][CH:16]=1)([CH3:50])([CH3:49])[CH3:47]. (2) Given the reactants [O:1]=[C:2]1[C:8]2[CH:9]=[CH:10][C:11]([N:13]3[CH2:17][C@H:16]([CH2:18][O:19][C:20]4[CH:25]=[CH:24][CH:23]=[CH:22][N:21]=4)[O:15][C:14]3=[O:26])=[CH:12][C:7]=2[CH2:6][CH2:5][CH2:4][CH2:3]1.CO[CH:29](OC)[N:30]([CH3:32])[CH3:31], predict the reaction product. The product is: [CH3:29][N:30]([CH:32]=[C:3]1[CH2:4][CH2:5][CH2:6][C:7]2[CH:12]=[C:11]([N:13]3[CH2:17][C@H:16]([CH2:18][O:19][C:20]4[CH:25]=[CH:24][CH:23]=[CH:22][N:21]=4)[O:15][C:14]3=[O:26])[CH:10]=[CH:9][C:8]=2[C:2]1=[O:1])[CH3:31]. (3) Given the reactants [CH:1]1[CH:6]=[CH:5][C:4]([CH2:7][CH2:8][NH2:9])=[CH:3][CH:2]=1.[CH2:10]([O:17][C:18](=[O:30])[CH2:19][N:20]1[C:25]([CH3:26])=[C:24]([Cl:27])[N:23]=[C:22](Cl)[C:21]1=[O:29])[C:11]1[CH:16]=[CH:15][CH:14]=[CH:13][CH:12]=1, predict the reaction product. The product is: [CH2:10]([O:17][C:18](=[O:30])[CH2:19][N:20]1[C:25]([CH3:26])=[C:24]([Cl:27])[N:23]=[C:22]([NH:9][CH2:8][CH2:7][C:4]2[CH:5]=[CH:6][CH:1]=[CH:2][CH:3]=2)[C:21]1=[O:29])[C:11]1[CH:12]=[CH:13][CH:14]=[CH:15][CH:16]=1. (4) Given the reactants [C:1]([CH2:3][C:4]1[CH:9]=[CH:8][CH:7]=[CH:6][C:5]=1[NH:10][C:11](=O)[C:12]1[CH:17]=[CH:16][CH:15]=[N:14][CH:13]=1)#[N:2].C([O-])([O-])=O.[Cs+].[Cs+].I[CH2:26][CH3:27], predict the reaction product. The product is: [CH2:26]([N:10]1[C:5]2[C:4](=[CH:9][CH:8]=[CH:7][CH:6]=2)[C:3]([C:1]#[N:2])=[C:11]1[C:12]1[CH:13]=[N:14][CH:15]=[CH:16][CH:17]=1)[CH3:27].